From a dataset of Catalyst prediction with 721,799 reactions and 888 catalyst types from USPTO. Predict which catalyst facilitates the given reaction. (1) Reactant: [C:1]([C:5]1[CH:21]=[CH:20][C:8]([CH2:9][N:10]2[C:18]3[C:13](=[CH:14][C:15]([NH2:19])=[CH:16][CH:17]=3)[CH:12]=[CH:11]2)=[CH:7][CH:6]=1)([CH3:4])([CH3:3])[CH3:2].C([O:24][C:25](=[O:37])[CH:26]([N:34]=[C:35]=[O:36])[CH2:27][C:28]1[CH:33]=[CH:32][CH:31]=[CH:30][CH:29]=1)C.O.[OH-].[Li+]. Product: [C:1]([C:5]1[CH:21]=[CH:20][C:8]([CH2:9][N:10]2[C:18]3[C:13](=[CH:14][C:15]([NH:19][C:35]([NH:34][C@H:26]([C:25]([OH:37])=[O:24])[CH2:27][C:28]4[CH:29]=[CH:30][CH:31]=[CH:32][CH:33]=4)=[O:36])=[CH:16][CH:17]=3)[CH:12]=[CH:11]2)=[CH:7][CH:6]=1)([CH3:4])([CH3:2])[CH3:3]. The catalyst class is: 4. (2) Reactant: [Br:1][C:2]1[CH:3]=[C:4]([CH:7]=[CH:8][C:9]=1[OH:10])[CH:5]=O.[CH2:11]([CH:14]1[CH2:19][C:18](=O)[CH2:17][C:16](=[O:21])[CH2:15]1)[CH2:12][CH3:13].[CH3:22]/[C:23](/[NH2:27])=[CH:24]\[C:25]#[N:26]. Product: [Br:1][C:2]1[CH:3]=[C:4]([CH:5]2[C:17]3[C:16](=[O:21])[CH2:15][CH:14]([CH2:11][CH2:12][CH3:13])[CH2:19][C:18]=3[NH:27][C:23]([CH3:22])=[C:24]2[C:25]#[N:26])[CH:7]=[CH:8][C:9]=1[OH:10]. The catalyst class is: 8. (3) Reactant: [Cl:1][C:2]1[C:7]([N:8]2[CH2:13][CH2:12][CH:11]([C:14]3[CH:19]=[C:18]([F:20])[C:17]([F:21])=[CH:16][C:15]=3[O:22][CH:23]([F:25])[F:24])[CH2:10][CH2:9]2)=[CH:6][N:5]=[N:4][C:3]=1[NH:26][NH:27][C:28](=O)[CH2:29][C:30]([F:33])([F:32])[F:31].CC[N+](S(N=C(OC)[O-])(=O)=O)(CC)CC. Product: [Cl:1][C:2]1[C:3]2[N:4]([C:28]([CH2:29][C:30]([F:32])([F:31])[F:33])=[N:27][N:26]=2)[N:5]=[CH:6][C:7]=1[N:8]1[CH2:9][CH2:10][CH:11]([C:14]2[CH:19]=[C:18]([F:20])[C:17]([F:21])=[CH:16][C:15]=2[O:22][CH:23]([F:24])[F:25])[CH2:12][CH2:13]1. The catalyst class is: 1. (4) Reactant: [C:1](/[CH:3]=[CH:4]\[C:5]([O:7][CH2:8][CH3:9])=[O:6])#[N:2].C1(P(C2C=CC=CC=2)C2C=CC=CC=2)C=CC=CC=1. Product: [C:1](/[CH:3]=[CH:4]/[C:5]([O:7][CH2:8][CH3:9])=[O:6])#[N:2]. The catalyst class is: 10. (5) Reactant: [CH3:1][O:2][C:3]([C:5]1[CH:6]=[C:7]2[C:11](=[CH:12][CH:13]=1)[NH:10][N:9]=[C:8]2[C:14]([OH:16])=O)=[O:4].C1N(P(Cl)(N2C(=O)OCC2)=O)C(=O)OC1.Cl.[CH:33]([N:36]1[CH2:41][CH2:40][CH:39]([NH2:42])[CH2:38][CH2:37]1)([CH3:35])[CH3:34].O. Product: [CH3:1][O:2][C:3]([C:5]1[CH:6]=[C:7]2[C:11](=[CH:12][CH:13]=1)[NH:10][N:9]=[C:8]2[C:14](=[O:16])[NH:42][CH:39]1[CH2:40][CH2:41][N:36]([CH:33]([CH3:35])[CH3:34])[CH2:37][CH2:38]1)=[O:4]. The catalyst class is: 624.